From a dataset of Reaction yield outcomes from USPTO patents with 853,638 reactions. Predict the reaction yield, written as a fraction of the theoretical maximum amount of product (1.0 means a 100% yield; for example, 0.34 means a 34% yield). (1) The reactants are [OH-].[Na+].[C:3]([O:7][C:8](=[O:31])[N:9]([CH2:13][CH2:14][C:15]1[CH:20]=[CH:19][C:18]([Cl:21])=[C:17]([C:22](C)(C)[O:23][SiH2]C(C)(C)C)[CH:16]=1)[CH:10]1[CH2:12][CH2:11]1)([CH3:6])([CH3:5])[CH3:4]. The catalyst is CO. The product is [C:3]([O:7][C:8](=[O:31])[N:9]([CH2:13][CH2:14][C:15]1[CH:20]=[CH:19][C:18]([Cl:21])=[C:17]([CH2:22][OH:23])[CH:16]=1)[CH:10]1[CH2:11][CH2:12]1)([CH3:6])([CH3:4])[CH3:5]. The yield is 0.860. (2) The reactants are [C:1]1([C:7]2([C:13]#[N:14])[CH2:12][CH2:11][NH:10][CH2:9][CH2:8]2)[CH:6]=[CH:5][CH:4]=[CH:3][CH:2]=1.CCN(C(C)C)C(C)C.[Br:24][C:25]1[CH:26]=[N:27][C:28](Cl)=[N:29][CH:30]=1.CCCCCC. The catalyst is CCO. The product is [Br:24][C:25]1[CH:26]=[N:27][C:28]([N:10]2[CH2:9][CH2:8][C:7]([C:1]3[CH:2]=[CH:3][CH:4]=[CH:5][CH:6]=3)([C:13]#[N:14])[CH2:12][CH2:11]2)=[N:29][CH:30]=1. The yield is 0.700. (3) The reactants are [Si:1]([O:8][CH2:9][C@@H:10]1[C:14]([C:15]([O:17]C)=O)=[CH:13][CH2:12][N:11]1[C:19]([O:21][CH2:22][CH:23]=[CH2:24])=[O:20])([C:4]([CH3:7])([CH3:6])[CH3:5])([CH3:3])[CH3:2].Br[CH2:26][Cl:27].C([Li])CCC.CCCCCC.P([O-])([O-])([O-])=O. The catalyst is C1COCC1.C(OCC)(=O)C. The product is [Si:1]([O:8][CH2:9][C@@H:10]1[C:14]([C:15](=[O:17])[CH2:26][Cl:27])=[CH:13][CH2:12][N:11]1[C:19]([O:21][CH2:22][CH:23]=[CH2:24])=[O:20])([C:4]([CH3:7])([CH3:5])[CH3:6])([CH3:3])[CH3:2]. The yield is 0.790.